This data is from NCI-60 drug combinations with 297,098 pairs across 59 cell lines. The task is: Regression. Given two drug SMILES strings and cell line genomic features, predict the synergy score measuring deviation from expected non-interaction effect. Drug 1: CC1=C2C(C(=O)C3(C(CC4C(C3C(C(C2(C)C)(CC1OC(=O)C(C(C5=CC=CC=C5)NC(=O)OC(C)(C)C)O)O)OC(=O)C6=CC=CC=C6)(CO4)OC(=O)C)OC)C)OC. Drug 2: C1=CN(C(=O)N=C1N)C2C(C(C(O2)CO)O)O.Cl. Cell line: HL-60(TB). Synergy scores: CSS=67.5, Synergy_ZIP=1.17, Synergy_Bliss=1.14, Synergy_Loewe=0.0692, Synergy_HSA=4.64.